Task: Predict the product of the given reaction.. Dataset: Forward reaction prediction with 1.9M reactions from USPTO patents (1976-2016) Given the reactants [F:1][C:2]1[CH:31]=[C:30]([N+:32]([O-])=O)[CH:29]=[CH:28][C:3]=1[O:4][C:5]1[CH:10]=[CH:9][N:8]=[C:7]2[CH:11]=[C:12]([C:14]3[N:19]=[CH:18][C:17]([CH2:20][N:21]4[CH2:26][CH2:25][O:24][CH2:23][C:22]4=[O:27])=[CH:16][CH:15]=3)[S:13][C:6]=12.[NH4+].[Cl-], predict the reaction product. The product is: [NH2:32][C:30]1[CH:29]=[CH:28][C:3]([O:4][C:5]2[CH:10]=[CH:9][N:8]=[C:7]3[CH:11]=[C:12]([C:14]4[N:19]=[CH:18][C:17]([CH2:20][N:21]5[CH2:26][CH2:25][O:24][CH2:23][C:22]5=[O:27])=[CH:16][CH:15]=4)[S:13][C:6]=23)=[C:2]([F:1])[CH:31]=1.